Dataset: Forward reaction prediction with 1.9M reactions from USPTO patents (1976-2016). Task: Predict the product of the given reaction. (1) Given the reactants [CH3:1][O:2][C:3](=[O:21])[CH:4]([CH2:8][C:9]([C:11]1[CH:16]=[C:15]([O:17][CH3:18])[CH:14]=[CH:13][C:12]=1[O:19][CH3:20])=O)[C:5](=O)[CH3:6].[CH:22]1([CH2:28][NH2:29])[CH2:27][CH2:26][CH2:25][CH2:24][CH2:23]1.C1(C)C=CC(S(O)(=O)=O)=CC=1, predict the reaction product. The product is: [CH3:1][O:2][C:3]([C:4]1[CH:8]=[C:9]([C:11]2[CH:16]=[C:15]([O:17][CH3:18])[CH:14]=[CH:13][C:12]=2[O:19][CH3:20])[N:29]([CH2:28][CH:22]2[CH2:27][CH2:26][CH2:25][CH2:24][CH2:23]2)[C:5]=1[CH3:6])=[O:21]. (2) The product is: [CH2:1]([O:11][CH:8]([C:7]1[CH:6]=[C:5]([CH3:12])[N:4]=[C:3]([O:13][C:14]2[C:19]([CH3:20])=[CH:18][C:17]([CH3:21])=[CH:16][C:15]=2[CH3:22])[C:2]=1[CH3:1])[CH2:9][CH3:10])[CH2:2][CH2:7][CH3:6]. Given the reactants [CH3:1][C:2]1[C:3]([O:13][C:14]2[C:19]([CH3:20])=[CH:18][C:17]([CH3:21])=[CH:16][C:15]=2[CH3:22])=[N:4][C:5]([CH3:12])=[CH:6][C:7]=1[CH:8]([OH:11])[CH2:9][CH3:10].[H-].[Na+], predict the reaction product.